Dataset: Peptide-MHC class II binding affinity with 134,281 pairs from IEDB. Task: Regression. Given a peptide amino acid sequence and an MHC pseudo amino acid sequence, predict their binding affinity value. This is MHC class II binding data. (1) The peptide sequence is LPKPPKPVSKMRMATPLLMGALPM. The MHC is DRB1_0101 with pseudo-sequence DRB1_0101. The binding affinity (normalized) is 0.958. (2) The binding affinity (normalized) is 0.185. The peptide sequence is RFTISRDNAKNSLYL. The MHC is DRB5_0101 with pseudo-sequence DRB5_0101. (3) The peptide sequence is YDKFLANVSTVLKGK. The MHC is DRB1_0404 with pseudo-sequence DRB1_0404. The binding affinity (normalized) is 0.713. (4) The peptide sequence is AELQIVDKIDAAFKI. The MHC is DRB1_0802 with pseudo-sequence DRB1_0802. The binding affinity (normalized) is 0.463. (5) The peptide sequence is IFSGNMNIKLKMPMY. The MHC is HLA-DPA10103-DPB10401 with pseudo-sequence HLA-DPA10103-DPB10401. The binding affinity (normalized) is 0.239.